Dataset: Forward reaction prediction with 1.9M reactions from USPTO patents (1976-2016). Task: Predict the product of the given reaction. (1) Given the reactants [NH2:1][C:2]1[CH:7]=[CH:6][C:5]([C:8]2[S:9][CH:10]=[C:11]([C:13]([O:15]CC)=[O:14])[N:12]=2)=[CH:4][CH:3]=1.[CH3:18][C:19]([O:22][C:23](O[C:23]([O:22][C:19]([CH3:21])([CH3:20])[CH3:18])=[O:24])=[O:24])([CH3:21])[CH3:20], predict the reaction product. The product is: [C:19]([O:22][C:23]([NH:1][C:2]1[CH:3]=[CH:4][C:5]([C:8]2[S:9][CH:10]=[C:11]([C:13]([OH:15])=[O:14])[N:12]=2)=[CH:6][CH:7]=1)=[O:24])([CH3:21])([CH3:20])[CH3:18]. (2) Given the reactants Cl[C:2]1[C:3]([CH2:22][CH3:23])=[N:4][CH:5]=[C:6]([N:8]2[CH2:13][CH2:12][N:11]([C:14]3[CH:19]=[CH:18][C:17]([O:20][CH3:21])=[CH:16][CH:15]=3)[CH2:10][CH2:9]2)[N:7]=1.[C:24]([C:28]1[CH:29]=[CH:30][C:31]([CH3:35])=[C:32]([CH:34]=1)[NH2:33])([CH3:27])([CH3:26])[CH3:25].C1(P(C2CCCCC2)C2C=CC=CC=2C2C(C(C)C)=CC(C(C)C)=CC=2C(C)C)CCCCC1.C(=O)([O-])[O-].[K+].[K+], predict the reaction product. The product is: [C:24]([C:28]1[CH:29]=[CH:30][C:31]([CH3:35])=[C:32]([NH:33][C:2]2[C:3]([CH2:22][CH3:23])=[N:4][CH:5]=[C:6]([N:8]3[CH2:13][CH2:12][N:11]([C:14]4[CH:19]=[CH:18][C:17]([O:20][CH3:21])=[CH:16][CH:15]=4)[CH2:10][CH2:9]3)[N:7]=2)[CH:34]=1)([CH3:27])([CH3:26])[CH3:25]. (3) Given the reactants Cl[CH2:2][CH2:3][CH2:4][CH:5]1[O:9][CH2:8][CH2:7][O:6]1.[C-]#[N:11].[K+], predict the reaction product. The product is: [O:6]1[CH2:7][CH2:8][O:9][CH:5]1[CH2:4][CH2:3][C:2]#[N:11]. (4) Given the reactants [CH2:1]([N:8]1[C:16]2[C:11](=[CH:12][C:13]([NH:17][C:18]3[N:26]=[CH:25][C:24]([CH:27]4[CH2:29][CH2:28]4)=[CH:23][C:19]=3[C:20]([OH:22])=O)=[CH:14][CH:15]=2)[CH:10]=[CH:9]1)[C:2]1[CH:7]=[CH:6][CH:5]=[CH:4][CH:3]=1.C(N1C=CN=C1)(N1C=CN=C1)=O.[CH3:42][S:43]([NH2:46])(=[O:45])=[O:44].N12CCCN=C1CCCCC2.Cl, predict the reaction product. The product is: [CH2:1]([N:8]1[C:16]2[C:11](=[CH:12][C:13]([NH:17][C:18]3[N:26]=[CH:25][C:24]([CH:27]4[CH2:28][CH2:29]4)=[CH:23][C:19]=3[C:20]([NH:46][S:43]([CH3:42])(=[O:45])=[O:44])=[O:22])=[CH:14][CH:15]=2)[CH:10]=[CH:9]1)[C:2]1[CH:3]=[CH:4][CH:5]=[CH:6][CH:7]=1. (5) Given the reactants [Br:1][C:2]1[CH:10]=[CH:9][C:5]([C:6](O)=[O:7])=[CH:4][C:3]=1[F:11], predict the reaction product. The product is: [Br:1][C:2]1[CH:10]=[CH:9][C:5]([CH2:6][OH:7])=[CH:4][C:3]=1[F:11].